This data is from Forward reaction prediction with 1.9M reactions from USPTO patents (1976-2016). The task is: Predict the product of the given reaction. (1) Given the reactants [CH2:1]([O:8][C:9]1[C:14]([CH:15]([CH:17]2[CH2:19][CH2:18]2)[CH3:16])=[CH:13][CH:12]=[CH:11][C:10]=1[C:20]([CH:22]1[CH2:24][CH2:23]1)=[O:21])[C:2]1[CH:7]=[CH:6][CH:5]=[CH:4][CH:3]=1.[CH3:25][Mg]Br, predict the reaction product. The product is: [CH2:1]([O:8][C:9]1[C:14]([CH:15]([CH:17]2[CH2:19][CH2:18]2)[CH3:16])=[CH:13][CH:12]=[CH:11][C:10]=1[C:20]([CH:22]1[CH2:24][CH2:23]1)([OH:21])[CH3:25])[C:2]1[CH:3]=[CH:4][CH:5]=[CH:6][CH:7]=1. (2) Given the reactants [CH3:1][N:2]1[C:6]([C:7]2[CH:8]=[C:9]([C:15]([O:17]C)=[O:16])[S:10][C:11]=2[CH2:12][CH2:13][CH3:14])=[C:5]([CH3:19])[CH:4]=[N:3]1.[OH-].[Na+], predict the reaction product. The product is: [CH3:1][N:2]1[C:6]([C:7]2[CH:8]=[C:9]([C:15]([OH:17])=[O:16])[S:10][C:11]=2[CH2:12][CH2:13][CH3:14])=[C:5]([CH3:19])[CH:4]=[N:3]1. (3) Given the reactants [C:1]1([C:7]2([C:10](=[S:12])[NH2:11])[CH2:9][CH2:8]2)[CH:6]=[CH:5][CH:4]=[CH:3][CH:2]=1.Br[CH2:14][C:15]([C:17]1[CH:24]=[CH:23][C:20]([C:21]#[N:22])=[CH:19][CH:18]=1)=O, predict the reaction product. The product is: [C:1]1([C:7]2([C:10]3[S:12][C:15]([C:17]4[CH:24]=[CH:23][C:20]([C:21]#[N:22])=[CH:19][CH:18]=4)=[CH:14][N:11]=3)[CH2:9][CH2:8]2)[CH:6]=[CH:5][CH:4]=[CH:3][CH:2]=1.